Predict which catalyst facilitates the given reaction. From a dataset of Catalyst prediction with 721,799 reactions and 888 catalyst types from USPTO. The catalyst class is: 4. Product: [Cl:1][C:2]1[CH:3]=[C:4]2[C:8](=[C:9]([NH:11][CH:12]3[CH2:17][CH2:16][O:15][CH2:14][CH2:13]3)[CH:10]=1)[NH:7][C:6]([C:18]1[S:19][CH2:20][C@@H:21]([CH2:23][CH2:24][N:25]3[CH2:30][CH2:29][N:28]([C:48](=[O:47])[CH2:49][C:50]([F:53])([F:52])[F:51])[CH2:27][CH2:26]3)[N:22]=1)=[CH:5]2. Reactant: [Cl:1][C:2]1[CH:3]=[C:4]2[C:8](=[C:9]([NH:11][CH:12]3[CH2:17][CH2:16][O:15][CH2:14][CH2:13]3)[CH:10]=1)[NH:7][C:6]([C:18]1[S:19][CH2:20][C@@H:21]([CH2:23][CH2:24][N:25]3[CH2:30][CH2:29][NH:28][CH2:27][CH2:26]3)[N:22]=1)=[CH:5]2.C(N(C(C)C)CC)(C)C.O=C1CCC(=O)N1[O:47][C:48](=O)[CH2:49][C:50]([F:53])([F:52])[F:51].O.